From a dataset of Catalyst prediction with 721,799 reactions and 888 catalyst types from USPTO. Predict which catalyst facilitates the given reaction. (1) Reactant: Br[C:2]1[C:10]([CH3:11])=[CH:9][C:8]([CH3:12])=[C:7]2[C:3]=1[CH:4]=[CH:5][NH:6]2.[B:13]1([B:13]2[O:17][C:16]([CH3:19])([CH3:18])[C:15]([CH3:21])([CH3:20])[O:14]2)[O:17][C:16]([CH3:19])([CH3:18])[C:15]([CH3:21])([CH3:20])[O:14]1.CC([O-])=O.[K+]. Product: [CH3:11][C:10]1[C:2]([B:13]2[O:17][C:16]([CH3:19])([CH3:18])[C:15]([CH3:21])([CH3:20])[O:14]2)=[C:3]2[C:7](=[C:8]([CH3:12])[CH:9]=1)[NH:6][CH:5]=[CH:4]2. The catalyst class is: 622. (2) Reactant: [C:1]1([C@H:7]2[C@@H:11]([C:12]3[CH:17]=[CH:16][CH:15]=[CH:14][CH:13]=3)[NH:10][C:9](=[S:18])[NH:8]2)[CH:6]=[CH:5][CH:4]=[CH:3][CH:2]=1.[Cl:19][C:20]1[CH:27]=[C:26]([Cl:28])[CH:25]=[CH:24][C:21]=1[CH2:22]Cl. Product: [ClH:19].[Cl:19][C:20]1[CH:27]=[C:26]([Cl:28])[CH:25]=[CH:24][C:21]=1[CH2:22][S:18][C:9]1[NH:8][C@H:7]([C:1]2[CH:2]=[CH:3][CH:4]=[CH:5][CH:6]=2)[C@H:11]([C:12]2[CH:13]=[CH:14][CH:15]=[CH:16][CH:17]=2)[N:10]=1. The catalyst class is: 14. (3) Reactant: [Br:1][C:2]1[CH:7]=[CH:6][C:5]([N:8]2[CH2:12][CH2:11][NH:10][C:9]2=[O:13])=[C:4]([Cl:14])[CH:3]=1.[H-].[Na+].Br[CH2:18][C:19]([O:21][CH2:22][CH3:23])=[O:20]. Product: [Br:1][C:2]1[CH:7]=[CH:6][C:5]([N:8]2[CH2:12][CH2:11][N:10]([CH2:18][C:19]([O:21][CH2:22][CH3:23])=[O:20])[C:9]2=[O:13])=[C:4]([Cl:14])[CH:3]=1. The catalyst class is: 3. (4) Reactant: [C:1]([O:5][C:6]([NH:8][CH2:9][CH2:10][CH2:11][C@H:12]([CH2:30][C:31]1[N:32]=[CH:33][N:34]2[C:43]3[C:38](=[CH:39][CH:40]=[CH:41][CH:42]=3)[CH2:37][CH2:36][C:35]=12)[C:13]([O:15][C@H](C1C=CC=CC=1)[C@@H](N1CCCC1)C)=[O:14])=[O:7])([CH3:4])([CH3:3])[CH3:2].[OH-].[Na+].Cl. Product: [C:1]([O:5][C:6]([NH:8][CH2:9][CH2:10][CH2:11][C@H:12]([CH2:30][C:31]1[N:32]=[CH:33][N:34]2[C:43]3[C:38](=[CH:39][CH:40]=[CH:41][CH:42]=3)[CH2:37][CH2:36][C:35]=12)[C:13]([OH:15])=[O:14])=[O:7])([CH3:4])([CH3:2])[CH3:3]. The catalyst class is: 5. (5) Reactant: [Cl:1][C:2]1[CH:7]=[CH:6][C:5]([C@@H:8]([CH:12]2[CH2:14][CH2:13]2)[C:9](O)=[O:10])=[CH:4][CH:3]=1. Product: [Cl:1][C:2]1[CH:3]=[CH:4][C:5]([C@@H:8]([CH:12]2[CH2:14][CH2:13]2)[CH2:9][OH:10])=[CH:6][CH:7]=1. The catalyst class is: 7. (6) Reactant: Cl.[NH:2]1[CH2:7][CH2:6][CH2:5][C@@H:4]([C:8]([OH:11])([CH3:10])[CH3:9])[CH2:3]1.CN([C:15]([O:19][N:20]1N=[N:27][C:22]2[CH:23]=[CH:24][CH:25]=[CH:26][C:21]1=2)=[N+](C)C)C.[B-](F)(F)(F)F.C(N(C(C)C)C(C)C)C.N1C=CC=C[C:44]=1[C:49]1[O:53]N=CC=1C(O)=O. Product: [N:27]1[CH:22]=[CH:23][CH:24]=[CH:25][C:26]=1[C:21]1[C:44]([C:49]([N:2]2[CH2:7][CH2:6][CH2:5][C@@H:4]([C:8]([OH:11])([CH3:10])[CH3:9])[CH2:3]2)=[O:53])=[CH:15][O:19][N:20]=1. The catalyst class is: 3. (7) The catalyst class is: 34. Product: [C:39]([O:38][C:36](=[O:37])[NH:30][CH2:31][CH2:32][C:33]([NH:47][NH:46][C:43](=[O:45])[CH3:44])=[O:35])([CH3:42])([CH3:41])[CH3:40]. Reactant: CCN=C=NCCCN(C)C.Cl.C1C=CC2N(O)N=NC=2C=1.C(N(CC)CC)C.[NH:30]([C:36]([O:38][C:39]([CH3:42])([CH3:41])[CH3:40])=[O:37])[CH2:31][CH2:32][C:33]([OH:35])=O.[C:43]([NH:46][NH2:47])(=[O:45])[CH3:44]. (8) Reactant: FC(F)(F)C(O)=O.C(OC([NH:15][C@H:16]([C:34]1[CH:39]=[CH:38][C:37]([O:40][CH2:41][C:42]2[CH:47]=[CH:46][CH:45]=[CH:44][CH:43]=2)=[CH:36][CH:35]=1)[CH2:17][O:18][C:19]1[CH:24]=[C:23]([O:25][CH2:26][C:27]2[CH:32]=[CH:31][CH:30]=[CH:29][CH:28]=2)[CH:22]=[CH:21][C:20]=1[Br:33])=O)(C)(C)C.C(OCC)(=O)C.CCCCCC. Product: [CH2:26]([O:25][C:23]1[CH:22]=[CH:21][C:20]([Br:33])=[C:19]([CH:24]=1)[O:18][CH2:17][C@H:16]([NH2:15])[C:34]1[CH:39]=[CH:38][C:37]([O:40][CH2:41][C:42]2[CH:43]=[CH:44][CH:45]=[CH:46][CH:47]=2)=[CH:36][CH:35]=1)[C:27]1[CH:28]=[CH:29][CH:30]=[CH:31][CH:32]=1. The catalyst class is: 2. (9) The catalyst class is: 3. Reactant: [C:1]([C:5]1[CH:9]=[C:8]([C:10]([CH3:13])([CH3:12])[CH3:11])[NH:7][N:6]=1)([CH3:4])([CH3:3])[CH3:2].[H-].[Na+].CS(O[CH2:21][CH2:22][C@@H:23]1[CH2:28][N:27]([C:29]([O:31][CH2:32][C:33]2[CH:38]=[CH:37][CH:36]=[CH:35][CH:34]=2)=[O:30])[CH2:26][CH2:25][N:24]1[C:39]([O:41][C:42]([CH3:45])([CH3:44])[CH3:43])=[O:40])(=O)=O.C(=O)([O-])O.[Na+]. Product: [C:1]([C:5]1[CH:9]=[C:8]([C:10]([CH3:13])([CH3:12])[CH3:11])[N:7]([CH2:21][CH2:22][C@@H:23]2[CH2:28][N:27]([C:29]([O:31][CH2:32][C:33]3[CH:38]=[CH:37][CH:36]=[CH:35][CH:34]=3)=[O:30])[CH2:26][CH2:25][N:24]2[C:39]([O:41][C:42]([CH3:43])([CH3:45])[CH3:44])=[O:40])[N:6]=1)([CH3:4])([CH3:3])[CH3:2].